From a dataset of Full USPTO retrosynthesis dataset with 1.9M reactions from patents (1976-2016). Predict the reactants needed to synthesize the given product. The reactants are: I[C:2]1[CH:7]=[CH:6][C:5](/[CH:8]=[C:9](\[CH3:19])/[CH2:10][N:11]2[CH2:16][CH2:15][C:14]([CH3:18])([OH:17])[CH2:13][CH2:12]2)=[CH:4][CH:3]=1.[C:20]([C:22]1[CH:27]=[CH:26][C:25]([C:28]2[CH2:33][CH2:32][CH:31]([CH3:34])[CH2:30][CH:29]=2)=[CH:24][N:23]=1)#[CH:21]. Given the product [CH3:18][C:14]1([OH:17])[CH2:15][CH2:16][N:11]([CH2:10]/[C:9](/[CH3:19])=[CH:8]/[C:5]2[CH:6]=[CH:7][C:2]([C:21]#[C:20][C:22]3[CH:27]=[CH:26][C:25]([C:28]4[CH2:33][CH2:32][CH:31]([CH3:34])[CH2:30][CH:29]=4)=[CH:24][N:23]=3)=[CH:3][CH:4]=2)[CH2:12][CH2:13]1, predict the reactants needed to synthesize it.